From a dataset of NCI-60 drug combinations with 297,098 pairs across 59 cell lines. Regression. Given two drug SMILES strings and cell line genomic features, predict the synergy score measuring deviation from expected non-interaction effect. Drug 1: CC(CN1CC(=O)NC(=O)C1)N2CC(=O)NC(=O)C2. Drug 2: CC1=C(C(=O)C2=C(C1=O)N3CC4C(C3(C2COC(=O)N)OC)N4)N. Cell line: ACHN. Synergy scores: CSS=44.4, Synergy_ZIP=-9.21, Synergy_Bliss=-7.86, Synergy_Loewe=-8.58, Synergy_HSA=-3.77.